This data is from Full USPTO retrosynthesis dataset with 1.9M reactions from patents (1976-2016). The task is: Predict the reactants needed to synthesize the given product. Given the product [F:1][C:2]1[CH:7]=[C:6]([NH2:8])[CH:5]=[C:4]([B:11]2[O:15][C:14]([CH3:16])([CH3:17])[C:13]([CH3:19])([CH3:18])[O:12]2)[CH:3]=1, predict the reactants needed to synthesize it. The reactants are: [F:1][C:2]1[CH:3]=[C:4]([B:11]2[O:15][C:14]([CH3:17])([CH3:16])[C:13]([CH3:19])([CH3:18])[O:12]2)[CH:5]=[C:6]([N+:8]([O-])=O)[CH:7]=1.FC1C=C([N+]([O-])=O)C=C(I)C=1.